From a dataset of Forward reaction prediction with 1.9M reactions from USPTO patents (1976-2016). Predict the product of the given reaction. (1) Given the reactants [Cl-].[Al+3].[Cl-].[Cl-].[NH2:5][C:6]1[CH:10]=[CH:9][S:8][C:7]=1/[C:11](=[CH:13]/[CH:14]([CH3:16])[CH3:15])/[CH3:12].NC1C=CSC=1/C(=C\C(C)C)/C, predict the reaction product. The product is: [NH2:5][C:6]1[CH:10]=[CH:9][S:8][C:7]=1[C:11]([CH2:13][CH:14]([CH3:16])[CH3:15])=[CH2:12]. (2) Given the reactants [CH3:1][O:2][C:3]1[CH:4]=[C:5]2[C:9](=[CH:10][CH:11]=1)[NH:8][C:7](=[O:12])[C:6]2=O, predict the reaction product. The product is: [CH3:1][O:2][C:3]1[CH:4]=[C:5]2[C:9](=[CH:10][CH:11]=1)[NH:8][C:7](=[O:12])[CH2:6]2. (3) Given the reactants C([SiH](CC)CC)C.[CH2:8]([O:10][C:11]([C:13]1[NH:14][CH:15]=[C:16]([C:18](=O)[CH2:19][C:20]2[CH:25]=[CH:24][CH:23]=[CH:22][C:21]=2[Br:26])[CH:17]=1)=[O:12])[CH3:9], predict the reaction product. The product is: [CH2:8]([O:10][C:11]([C:13]1[NH:14][CH:15]=[C:16]([CH2:18][CH2:19][C:20]2[CH:25]=[CH:24][CH:23]=[CH:22][C:21]=2[Br:26])[CH:17]=1)=[O:12])[CH3:9]. (4) Given the reactants [Cl:1][C:2]1[C:3]([CH2:11][NH2:12])=[CH:4][C:5]2[O:9][CH2:8][O:7][C:6]=2[CH:10]=1.[Cl:13][C:14]1[CH:19]=[CH:18][CH:17]=[CH:16][C:15]=1[CH2:20][N:21]1[C:26](=[O:27])[C:25]([C:28]([NH:30][CH2:31][C:32]([O:34]CC)=[O:33])=[O:29])=[C:24]([OH:37])[C:23]([C:38](OC)=[O:39])=[C:22]1[OH:42], predict the reaction product. The product is: [Cl:1][C:2]1[C:3]([CH2:11][NH:12][C:38]([C:23]2[C:24]([OH:37])=[C:25]([C:28]([NH:30][CH2:31][C:32]([OH:34])=[O:33])=[O:29])[C:26](=[O:27])[N:21]([CH2:20][C:15]3[CH:16]=[CH:17][CH:18]=[CH:19][C:14]=3[Cl:13])[C:22]=2[OH:42])=[O:39])=[CH:4][C:5]2[O:9][CH2:8][O:7][C:6]=2[CH:10]=1. (5) Given the reactants C[O:2][C:3]([C:5]1[CH:6]=[C:7]([CH3:36])[C:8]2[N:12]=[C:11]([CH2:13][CH2:14][CH3:15])[N:10]([CH2:16][C:17]3[CH:34]=[CH:33][C:20]4/[C:21](=[CH:30]/[C:31]#[N:32])/[C:22]5[CH:29]=[CH:28][CH:27]=[CH:26][C:23]=5[CH2:24][CH2:25][C:19]=4[CH:18]=3)[C:9]=2[CH:35]=1)=[O:4].[OH-].[Na+].Cl, predict the reaction product. The product is: [C:3]([C:5]1[CH:6]=[C:7]([CH3:36])[C:8]2[N:12]=[C:11]([CH2:13][CH2:14][CH3:15])[N:10]([CH2:16][C:17]3[CH:34]=[CH:33][C:20]4/[C:21](=[CH:30]/[C:31]#[N:32])/[C:22]5[CH:29]=[CH:28][CH:27]=[CH:26][C:23]=5[CH2:24][CH2:25][C:19]=4[CH:18]=3)[C:9]=2[CH:35]=1)([OH:4])=[O:2]. (6) Given the reactants [CH3:1][C:2]1[CH:7]=[CH:6][CH:5]=[C:4]([CH3:8])[C:3]=1[CH2:9][O:10][C:11]1[C:12]2[N:13]([C:24]([CH:28]=[O:29])=[C:25]([CH3:27])[N:26]=2)[CH:14]=[C:15]([N:17]2[CH:22]=[CH:21][CH:20]=[CH:19][C:18]2=[O:23])[CH:16]=1.[BH4-].[Na+], predict the reaction product. The product is: [CH3:8][C:4]1[CH:5]=[CH:6][CH:7]=[C:2]([CH3:1])[C:3]=1[CH2:9][O:10][C:11]1[C:12]2[N:13]([C:24]([CH2:28][OH:29])=[C:25]([CH3:27])[N:26]=2)[CH:14]=[C:15]([N:17]2[CH:22]=[CH:21][CH:20]=[CH:19][C:18]2=[O:23])[CH:16]=1.